This data is from Catalyst prediction with 721,799 reactions and 888 catalyst types from USPTO. The task is: Predict which catalyst facilitates the given reaction. (1) Reactant: [CH3:1][N:2]([C:10]([C:12]1[CH:17]=[CH:16][C:15]([NH:18][CH:19]([C:28]2[O:29][C:30]3[CH:37]=[CH:36][CH:35]=[CH:34][C:31]=3[C:32]=2[CH3:33])[CH2:20][O:21][C:22]2[CH:27]=[CH:26][CH:25]=[CH:24][CH:23]=2)=[CH:14][CH:13]=1)=[O:11])[CH2:3][CH2:4][C:5]([O:7]CC)=[O:6].O1CCCC1.[OH-].[Na+]. Product: [CH3:1][N:2]([C:10]([C:12]1[CH:13]=[CH:14][C:15]([NH:18][CH:19]([C:28]2[O:29][C:30]3[CH:37]=[CH:36][CH:35]=[CH:34][C:31]=3[C:32]=2[CH3:33])[CH2:20][O:21][C:22]2[CH:27]=[CH:26][CH:25]=[CH:24][CH:23]=2)=[CH:16][CH:17]=1)=[O:11])[CH2:3][CH2:4][C:5]([OH:7])=[O:6]. The catalyst class is: 8. (2) Reactant: Cl[C:2]([O:4][CH2:5][CH3:6])=[O:3].[Cl:7][C:8]1[CH:9]=[CH:10][C:11]2[O:27][C:26]3[CH:28]=[CH:29][CH:30]=[CH:31][C:25]=3[C@H:14]3[CH2:15][N:16](CC4C=CC=CC=4)[CH2:17][C@@H:13]3[C:12]=2[CH:32]=1. Product: [Cl:7][C:8]1[CH:9]=[CH:10][C:11]2[O:27][C:26]3[CH:28]=[CH:29][CH:30]=[CH:31][C:25]=3[C@H:14]3[CH2:15][N:16]([C:2]([O:4][CH2:5][CH3:6])=[O:3])[CH2:17][C@@H:13]3[C:12]=2[CH:32]=1. The catalyst class is: 11. (3) Reactant: [CH3:1][C:2]1[C:3]([N:9]2[CH2:14][CH2:13][NH:12][CH2:11][CH2:10]2)=[N:4][CH:5]=[C:6]([CH3:8])[CH:7]=1.[Br:15][C:16]1[CH:24]=[CH:23][C:19]([C:20](Cl)=[O:21])=[C:18]([F:25])[CH:17]=1.[OH-].[Na+].O. Product: [Br:15][C:16]1[CH:24]=[CH:23][C:19]([C:20]([N:12]2[CH2:11][CH2:10][N:9]([C:3]3[C:2]([CH3:1])=[CH:7][C:6]([CH3:8])=[CH:5][N:4]=3)[CH2:14][CH2:13]2)=[O:21])=[C:18]([F:25])[CH:17]=1. The catalyst class is: 54. (4) Reactant: [CH3:1][N:2]1[C:7]2[C:8](C)=[CH:9][NH:10][C:6]=2[C:5](=[O:12])[N:4]([CH3:13])[C:3]1=[O:14].Br[CH2:16][C:17]([NH:19][C:20]1[S:21][CH:22]=[C:23]([C:25]2[CH:30]=[C:29]([F:31])[C:28]([O:32][CH2:33][CH:34]3[CH2:37][CH2:36][CH2:35]3)=[C:27]([F:38])[CH:26]=2)[N:24]=1)=[O:18].[H-].[Na+]. Product: [CH3:1][N:2]1[C:7]2[CH:8]=[CH:9][N:10]([CH2:16][C:17]([NH:19][C:20]3[S:21][CH:22]=[C:23]([C:25]4[CH:26]=[C:27]([F:38])[C:28]([O:32][CH2:33][CH:34]5[CH2:37][CH2:36][CH2:35]5)=[C:29]([F:31])[CH:30]=4)[N:24]=3)=[O:18])[C:6]=2[C:5](=[O:12])[N:4]([CH3:13])[C:3]1=[O:14]. The catalyst class is: 3. (5) Reactant: Br[C:2]1[CH:3]=[C:4]([NH:9][CH2:10][CH:11]2[CH2:16][CH2:15][O:14][C:13]([CH3:18])([CH3:17])[CH2:12]2)[CH:5]=[N:6][C:7]=1[Cl:8].[Cl:19][C:20]1[C:21](B(O)O)=[CH:22][C:23]([F:26])=[N:24][CH:25]=1.C(=O)([O-])[O-].[Na+].[Na+]. Product: [Cl:8][C:7]1[C:2]([C:21]2[C:20]([Cl:19])=[CH:25][N:24]=[C:23]([F:26])[CH:22]=2)=[CH:3][C:4]([NH:9][CH2:10][CH:11]2[CH2:16][CH2:15][O:14][C:13]([CH3:18])([CH3:17])[CH2:12]2)=[CH:5][N:6]=1. The catalyst class is: 57. (6) Reactant: [CH2:1]([O:8][C:9]1[CH:14]=[CH:13][C:12](Br)=[CH:11][C:10]=1[C:16]([CH3:19])([CH3:18])[CH3:17])[C:2]1[CH:7]=[CH:6][CH:5]=[CH:4][CH:3]=1.O.CCOC(C)=O.[CH3:27][N:28](C=O)C. Product: [CH2:1]([O:8][C:9]1[CH:14]=[CH:13][C:12]([C:27]#[N:28])=[CH:11][C:10]=1[C:16]([CH3:19])([CH3:18])[CH3:17])[C:2]1[CH:7]=[CH:6][CH:5]=[CH:4][CH:3]=1. The catalyst class is: 267. (7) Reactant: [CH2:1]([CH:3]([CH2:19][CH3:20])[CH:4]([N:14]1[CH:18]=[CH:17][N:16]=[CH:15]1)[C:5]1[CH:10]=[CH:9][C:8]([N:11]=[C:12]=[S:13])=[CH:7][CH:6]=1)[CH3:2].[S:21]1[C:25]2[CH:26]=[CH:27][CH:28]=[CH:29][C:24]=2[N:23]=[C:22]1[NH2:30]. Product: [S:21]1[C:25]2[CH:26]=[CH:27][CH:28]=[CH:29][C:24]=2[N:23]=[C:22]1[NH:30][C:12]([NH:11][C:8]1[CH:7]=[CH:6][C:5]([CH:4]([N:14]2[CH:18]=[CH:17][N:16]=[CH:15]2)[CH:3]([CH2:1][CH3:2])[CH2:19][CH3:20])=[CH:10][CH:9]=1)=[S:13]. The catalyst class is: 10.